Dataset: HIV replication inhibition screening data with 41,000+ compounds from the AIDS Antiviral Screen. Task: Binary Classification. Given a drug SMILES string, predict its activity (active/inactive) in a high-throughput screening assay against a specified biological target. (1) The molecule is Cc1ccc(S(=O)(=O)OC2C3CCC4C(COC42)C3)cc1. The result is 1 (active). (2) The drug is Cc1cc2c(cc1Cl)S(=O)(=O)OC(c1ccc([N+](=O)[O-])cc1)=N2. The result is 0 (inactive). (3) The compound is C=C(C)C1CC2=C(O1)C(=O)c1ccccc1C2=O. The result is 0 (inactive). (4) The compound is N[Co-4](N)(N)(N)([OH+]C(=O)CCl)[OH+]C(=O)CCl.[O-][Cl+3]([O-])([O-])O. The result is 0 (inactive). (5) The drug is C=C(C)C1CCC2(CNC(=O)CC3(CC(=O)O)CCCC3)CCC3(C)C(CCC4C5(C)CCC(NC(=O)CC6(CC(=O)O)CCCC6)C(C)(C)C5CCC43C)C12. The result is 0 (inactive).